The task is: Predict which catalyst facilitates the given reaction.. This data is from Catalyst prediction with 721,799 reactions and 888 catalyst types from USPTO. (1) Reactant: [O:1]=[C:2]1[CH:10]=[CH:9][CH:8]=[C:7]2[N:3]1[C@H:4]([C:11]([O:13]C)=[O:12])[CH2:5][CH2:6]2.[Li+].[OH-]. Product: [O:1]=[C:2]1[CH:10]=[CH:9][CH:8]=[C:7]2[N:3]1[C@H:4]([C:11]([OH:13])=[O:12])[CH2:5][CH2:6]2. The catalyst class is: 1. (2) The catalyst class is: 11. Reactant: Br[C:2]1[CH:11]=[CH:10][C:9]2[C:4](=[CH:5][N:6]=[C:7]([Cl:12])[CH:8]=2)[N:3]=1.C([Li])CCC.[C:18]1(=[O:23])[CH2:22][CH2:21][CH2:20][CH2:19]1. Product: [Cl:12][C:7]1[CH:8]=[C:9]2[C:4](=[CH:5][N:6]=1)[N:3]=[C:2]([C:18]1([OH:23])[CH2:22][CH2:21][CH2:20][CH2:19]1)[CH:11]=[CH:10]2.